Dataset: Full USPTO retrosynthesis dataset with 1.9M reactions from patents (1976-2016). Task: Predict the reactants needed to synthesize the given product. (1) Given the product [C:1]([C:3]1[CH:4]=[C:5]([N:11]([CH2:16][C:17]([F:20])([F:19])[F:18])[CH2:12][C:13]([NH:23][CH2:21][CH3:22])=[O:15])[CH:6]=[CH:7][C:8]=1[C:9]#[N:10])#[N:2], predict the reactants needed to synthesize it. The reactants are: [C:1]([C:3]1[CH:4]=[C:5]([N:11]([CH2:16][C:17]([F:20])([F:19])[F:18])[CH2:12][C:13]([OH:15])=O)[CH:6]=[CH:7][C:8]=1[C:9]#[N:10])#[N:2].[CH2:21]([NH2:23])[CH3:22]. (2) Given the product [C:11]([O:14][CH2:7][C:6]1[CH:9]=[CH:10][C:3]([C:1]#[N:2])=[CH:4][CH:5]=1)(=[O:13])[CH3:12], predict the reactants needed to synthesize it. The reactants are: [C:1]([C:3]1[CH:10]=[CH:9][C:6]([CH2:7]Br)=[CH:5][CH:4]=1)#[N:2].[C:11]([O-:14])(=[O:13])[CH3:12].[Na+].